This data is from Full USPTO retrosynthesis dataset with 1.9M reactions from patents (1976-2016). The task is: Predict the reactants needed to synthesize the given product. (1) The reactants are: O([C:9]([O:11][C:12]([CH3:15])([CH3:14])[CH3:13])=[O:10])[C:9]([O:11][C:12]([CH3:15])([CH3:14])[CH3:13])=[O:10].[Br:16][C:17]1[CH:18]=[C:19]([C:24]#[C:25][Si:26]([CH3:29])([CH3:28])[CH3:27])[C:20]([NH2:23])=[N:21][CH:22]=1. Given the product [Br:16][C:17]1[CH:18]=[C:19]([C:24]#[C:25][Si:26]([CH3:28])([CH3:27])[CH3:29])[C:20]([N:23]([C:9]([O:11][C:12]([CH3:13])([CH3:14])[CH3:15])=[O:10])[C:9](=[O:10])[O:11][C:12]([CH3:15])([CH3:14])[CH3:13])=[N:21][CH:22]=1, predict the reactants needed to synthesize it. (2) Given the product [Cl:1][C:2]1[CH:3]=[CH:4][C:5]([C@@H:8]2[CH2:11][CH2:10][C@@H:9]2[NH:12][C:13](=[O:15])[CH3:14])=[CH:6][CH:7]=1, predict the reactants needed to synthesize it. The reactants are: [Cl:1][C:2]1[CH:7]=[CH:6][C:5]([C:8]2[CH2:11][CH2:10][C:9]=2[NH:12][C:13](=[O:15])[CH3:14])=[CH:4][CH:3]=1.[H][H]. (3) Given the product [CH3:14][C:10]1([CH3:15])[CH2:9][CH:8]([N:7]2[CH2:2][CH2:3][NH:4][C:5]2=[O:6])[CH2:13][CH2:12][O:11]1, predict the reactants needed to synthesize it. The reactants are: Cl[CH2:2][CH2:3][NH:4][C:5]([NH:7][CH:8]1[CH2:13][CH2:12][O:11][C:10]([CH3:15])([CH3:14])[CH2:9]1)=[O:6].[H-].[Na+]. (4) Given the product [CH3:28][N:29]([CH2:25][C:16]1[S:15][C:14]([NH:13][C:9]2[CH:10]=[CH:11][CH:12]=[C:7]([CH3:6])[CH:8]=2)=[N:18][C:17]=1[C:19]1[CH:24]=[CH:23][N:22]=[CH:21][CH:20]=1)[CH3:30], predict the reactants needed to synthesize it. The reactants are: CS(Cl)(=O)=O.[CH3:6][C:7]1[CH:8]=[C:9]([NH:13][C:14]2[S:15][C:16]([CH2:25]O)=[C:17]([C:19]3[CH:24]=[CH:23][N:22]=[CH:21][CH:20]=3)[N:18]=2)[CH:10]=[CH:11][CH:12]=1.C[CH2:28][N:29](C(C)C)[CH:30](C)C. (5) The reactants are: S(Cl)([Cl:3])=O.[Cl:5][C:6]1[CH:11]=[CH:10][C:9]([C:12]2[N:16]([C:17]3[CH:22]=[CH:21][C:20]([Cl:23])=[CH:19][C:18]=3[Cl:24])[N:15]=[C:14]([C:25]([OH:27])=O)[C:13]=2[CH3:28])=[CH:8][CH:7]=1. Given the product [Cl:5][C:6]1[CH:7]=[CH:8][C:9]([C:12]2[N:16]([C:17]3[CH:22]=[CH:21][C:20]([Cl:23])=[CH:19][C:18]=3[Cl:24])[N:15]=[C:14]([C:25]([Cl:3])=[O:27])[C:13]=2[CH3:28])=[CH:10][CH:11]=1, predict the reactants needed to synthesize it. (6) Given the product [Br:1][C:2]1[CH:7]=[CH:6][CH:5]=[C:4]([S:18][CH3:17])[C:3]=1[F:8], predict the reactants needed to synthesize it. The reactants are: [Br:1][C:2]1[CH:7]=[CH:6][CH:5]=[CH:4][C:3]=1[F:8].C([N-]C(C)C)(C)C.[Li+].[CH3:17][S:18]SC.S(=O)(=O)(O)O. (7) Given the product [CH3:1][NH+:2]([CH3:5])[CH2:3][CH3:4].[C:6]([O-:17])(=[O:16])[C:7]1[C:8](=[CH:12][CH:13]=[CH:14][CH:15]=1)[C:9]([O-:11])=[O:10], predict the reactants needed to synthesize it. The reactants are: [CH3:1][N:2]([CH3:5])[CH2:3][CH3:4].[C:6]([OH:17])(=[O:16])[C:7]1[C:8](=[CH:12][CH:13]=[CH:14][CH:15]=1)[C:9]([OH:11])=[O:10]. (8) Given the product [NH2:22][C:23]([NH2:25])=[O:24].[NH:4]1[CH:8]=[N:7][N:6]=[N:5]1.[NH:11]1[CH:10]=[N:14][N:13]=[N:12]1, predict the reactants needed to synthesize it. The reactants are: [N-]=C=O.[NH:4]1[CH:8]=[N:7][N:6]=[N:5]1.N[C:10]1[NH:14][N:13]=[N:12][N:11]=1.C(N(CC)CC)C.[NH2:22][C:23]([NH2:25])=[O:24]. (9) Given the product [Cl:1][CH2:2][CH2:3][CH2:4][CH2:5][C:6]([N:9]1[C:15]2[CH:16]=[CH:17][CH:18]=[CH:19][C:14]=2[C:13](=[O:20])[CH2:12][CH2:11][CH2:10]1)=[O:7], predict the reactants needed to synthesize it. The reactants are: [Cl:1][CH2:2][CH2:3][CH2:4][CH2:5][C:6](Cl)=[O:7].[NH:9]1[C:15]2[CH:16]=[CH:17][CH:18]=[CH:19][C:14]=2[C:13](=[O:20])[CH2:12][CH2:11][CH2:10]1.C(=O)([O-])[O-].[K+].[K+]. (10) Given the product [C:39]([CH2:38][NH:35][C:36]([C:11]1[C:12](=[O:13])[N:7]([CH:1]2[CH2:2][CH2:3][CH2:4][CH2:5][CH2:6]2)[C:8](=[O:25])[N:9]([CH2:15][CH2:16][CH2:17][CH2:18][CH2:19][C:20]([OH:22])=[O:21])[C:10]=1[OH:14])=[O:37])([OH:41])=[O:40], predict the reactants needed to synthesize it. The reactants are: [CH:1]1([N:7]2[C:12](=[O:13])[CH2:11][C:10](=[O:14])[N:9]([CH2:15][CH2:16][CH2:17][CH2:18][CH2:19][C:20]([O:22]CC)=[O:21])[C:8]2=[O:25])[CH2:6][CH2:5][CH2:4][CH2:3][CH2:2]1.C(N(C(C)C)CC)(C)C.[N:35]([CH2:38][C:39]([O:41]CC)=[O:40])=[C:36]=[O:37].